This data is from NCI-60 drug combinations with 297,098 pairs across 59 cell lines. The task is: Regression. Given two drug SMILES strings and cell line genomic features, predict the synergy score measuring deviation from expected non-interaction effect. (1) Drug 1: CN(C)N=NC1=C(NC=N1)C(=O)N. Drug 2: CC(C)(C#N)C1=CC(=CC(=C1)CN2C=NC=N2)C(C)(C)C#N. Cell line: HCC-2998. Synergy scores: CSS=-0.839, Synergy_ZIP=-0.215, Synergy_Bliss=-1.94, Synergy_Loewe=-2.11, Synergy_HSA=-2.77. (2) Drug 1: CCCCC(=O)OCC(=O)C1(CC(C2=C(C1)C(=C3C(=C2O)C(=O)C4=C(C3=O)C=CC=C4OC)O)OC5CC(C(C(O5)C)O)NC(=O)C(F)(F)F)O. Drug 2: C1CC(=O)NC(=O)C1N2C(=O)C3=CC=CC=C3C2=O. Cell line: MDA-MB-231. Synergy scores: CSS=38.8, Synergy_ZIP=5.77, Synergy_Bliss=4.59, Synergy_Loewe=-15.7, Synergy_HSA=3.51. (3) Drug 1: CC1=CC2C(CCC3(C2CCC3(C(=O)C)OC(=O)C)C)C4(C1=CC(=O)CC4)C. Drug 2: CCN(CC)CCNC(=O)C1=C(NC(=C1C)C=C2C3=C(C=CC(=C3)F)NC2=O)C. Cell line: NCI-H322M. Synergy scores: CSS=-5.50, Synergy_ZIP=3.49, Synergy_Bliss=1.75, Synergy_Loewe=-1.34, Synergy_HSA=-2.69.